This data is from Forward reaction prediction with 1.9M reactions from USPTO patents (1976-2016). The task is: Predict the product of the given reaction. (1) Given the reactants Br[C:2]1[N:3]=[CH:4][C:5]([C:8]([N:10]2[CH2:15][CH2:14][N:13]([C:16]3[C:21]([CH3:22])=[CH:20][C:19]([CH:23]4[CH2:25][CH2:24]4)=[CH:18][N:17]=3)[CH2:12][CH2:11]2)=[O:9])=[N:6][CH:7]=1.[NH:26]1[CH2:30][CH2:29][CH2:28][C:27]1=[O:31], predict the reaction product. The product is: [CH:23]1([C:19]2[CH:20]=[C:21]([CH3:22])[C:16]([N:13]3[CH2:14][CH2:15][N:10]([C:8]([C:5]4[N:6]=[CH:7][C:2]([N:26]5[CH2:30][CH2:29][CH2:28][C:27]5=[O:31])=[N:3][CH:4]=4)=[O:9])[CH2:11][CH2:12]3)=[N:17][CH:18]=2)[CH2:25][CH2:24]1. (2) Given the reactants [F:1][C:2]1[C:7]([F:8])=[CH:6][CH:5]=[CH:4][C:3]=1[C@H:9]1[CH2:15][NH:14][C:13](=O)[C@H:12]([NH:17][C:18](=[O:24])[O:19][C:20]([CH3:23])([CH3:22])[CH3:21])[CH2:11][CH2:10]1.C[Si](C)(C)[C:27]#[N:28].C(=O)(O)[O-].[Na+], predict the reaction product. The product is: [C:27]([CH:13]1[C@H:12]([NH:17][C:18](=[O:24])[O:19][C:20]([CH3:23])([CH3:22])[CH3:21])[CH2:11][CH2:10][C@@H:9]([C:3]2[CH:4]=[CH:5][CH:6]=[C:7]([F:8])[C:2]=2[F:1])[CH2:15][NH:14]1)#[N:28]. (3) Given the reactants [CH3:1][C:2]1[N:3]=[CH:4][S:5][C:6]=1[CH3:7].[Br:8][CH2:9][C:10]([C:12]1[S:13][CH:14]=[CH:15][CH:16]=1)=[O:11].COC(C)(C)C, predict the reaction product. The product is: [Br-:8].[S:13]1[CH:14]=[CH:15][CH:16]=[C:12]1[C:10](=[O:11])[CH2:9][N+:3]1[C:2]([CH3:1])=[C:6]([CH3:7])[S:5][CH:4]=1.